From a dataset of Peptide-MHC class II binding affinity with 134,281 pairs from IEDB. Regression. Given a peptide amino acid sequence and an MHC pseudo amino acid sequence, predict their binding affinity value. This is MHC class II binding data. (1) The peptide sequence is RIKLDIETSFIFIET. The MHC is HLA-DQA10501-DQB10201 with pseudo-sequence HLA-DQA10501-DQB10201. The binding affinity (normalized) is 0.349. (2) The peptide sequence is QMATTLPVQRHPRSL. The MHC is HLA-DQA10501-DQB10201 with pseudo-sequence HLA-DQA10501-DQB10201. The binding affinity (normalized) is 0.132. (3) The peptide sequence is YVVSSFDNIKVFLEG. The MHC is DRB4_0101 with pseudo-sequence DRB4_0103. The binding affinity (normalized) is 0.384. (4) The peptide sequence is PSWASVKEDLVAYGG. The MHC is HLA-DQA10501-DQB10302 with pseudo-sequence HLA-DQA10501-DQB10302. The binding affinity (normalized) is 0.151. (5) The peptide sequence is AFILDDDNLFPKV. The MHC is HLA-DQA10501-DQB10201 with pseudo-sequence HLA-DQA10501-DQB10201. The binding affinity (normalized) is 0.818. (6) The peptide sequence is VIPEGWKADTSYESK. The MHC is HLA-DQA10102-DQB10502 with pseudo-sequence HLA-DQA10102-DQB10502. The binding affinity (normalized) is 0.219. (7) The peptide sequence is SPKARSERPAIVPPA. The MHC is DRB1_1101 with pseudo-sequence DRB1_1101. The binding affinity (normalized) is 0. (8) The peptide sequence is GEGIPLYDAIKCMRT. The MHC is DRB1_1302 with pseudo-sequence DRB1_1302. The binding affinity (normalized) is 0.184. (9) The MHC is DRB1_1501 with pseudo-sequence DRB1_1501. The binding affinity (normalized) is 0.678. The peptide sequence is SEPGKYTAYEGQRVVF. (10) The peptide sequence is GELQIVDKTDAAFKI. The MHC is DRB1_1302 with pseudo-sequence DRB1_1302. The binding affinity (normalized) is 0.660.